The task is: Predict the reactants needed to synthesize the given product.. This data is from Full USPTO retrosynthesis dataset with 1.9M reactions from patents (1976-2016). Given the product [CH3:1][O:2][C:3]([C:5]1[C:14]2[CH2:13][CH2:12][NH:11][CH2:10][C:9]=2[CH:8]=[N:7][CH:6]=1)=[O:4], predict the reactants needed to synthesize it. The reactants are: [CH3:1][O:2][C:3]([C:5]1[C:14]2[CH2:13][CH2:12][N:11](CC3C=CC=CC=3)[CH2:10][C:9]=2[CH:8]=[N:7][CH:6]=1)=[O:4].C([O-])=O.[NH4+].